Dataset: Forward reaction prediction with 1.9M reactions from USPTO patents (1976-2016). Task: Predict the product of the given reaction. (1) Given the reactants C(OC([N:8]1[C:16]2[C:11](=[CH:12][C:13]([CH:17]3[C:22]([C:23]#[N:24])=[C:21]([CH3:25])[NH:20][C:19]([CH3:26])=[C:18]3[C:27]#[N:28])=[CH:14][CH:15]=2)[C:10]([NH:29][CH2:30][CH2:31][O:32][Si](C(C)(C)C)(C)C)=[N:9]1)=O)(C)(C)C.Cl, predict the reaction product. The product is: [OH:32][CH2:31][CH2:30][NH:29][C:10]1[C:11]2[C:16](=[CH:15][CH:14]=[C:13]([CH:17]3[C:22]([C:23]#[N:24])=[C:21]([CH3:25])[NH:20][C:19]([CH3:26])=[C:18]3[C:27]#[N:28])[CH:12]=2)[NH:8][N:9]=1. (2) Given the reactants [CH2:1]([OH:19])[CH2:2][O:3][CH2:4][CH2:5][O:6][CH2:7][CH2:8][O:9][CH2:10][CH2:11][O:12][CH2:13][CH2:14][O:15][CH2:16][CH2:17][OH:18].[CH3:20][C:21]([Si:24](Cl)([CH3:26])[CH3:25])([CH3:23])[CH3:22].N1C=CN=C1, predict the reaction product. The product is: [C:21]([Si:24]([CH3:26])([CH3:25])[O:18][CH2:17][CH2:16][O:15][CH2:14][CH2:13][O:12][CH2:11][CH2:10][O:9][CH2:8][CH2:7][O:6][CH2:5][CH2:4][O:3][CH2:2][CH2:1][OH:19])([CH3:23])([CH3:22])[CH3:20]. (3) Given the reactants [Cl:1][C:2]1[CH:11]=[C:10]([C:12](=O)[CH3:13])[C:9]([N:15]2[CH2:20][CH2:19][N:18]([CH2:21][CH2:22][O:23][CH3:24])[CH2:17][CH2:16]2)=[C:8]2[C:3]=1[CH:4]=[CH:5][CH:6]=[N:7]2.C([O-])(=O)C.[NH4+].C([BH3-])#[N:31].[Na+], predict the reaction product. The product is: [Cl:1][C:2]1[CH:11]=[C:10]([CH:12]([NH2:31])[CH3:13])[C:9]([N:15]2[CH2:16][CH2:17][N:18]([CH2:21][CH2:22][O:23][CH3:24])[CH2:19][CH2:20]2)=[C:8]2[C:3]=1[CH:4]=[CH:5][CH:6]=[N:7]2. (4) Given the reactants Cl.[Cl:2][C:3]1[CH:8]=[CH:7][C:6]([CH:9]([CH2:13][C:14]2[CH:19]=[CH:18][C:17]([Cl:20])=[CH:16][CH:15]=2)[CH:10]([NH2:12])[CH3:11])=[CH:5][CH:4]=1.[OH:21][CH2:22][C:23]([CH3:28])([CH3:27])[C:24](O)=[O:25].ON1C2C=CC=CC=2N=N1.C(N(C(C)C)CC)(C)C.CN(C)CCCN=C=NCC, predict the reaction product. The product is: [Cl:2][C:3]1[CH:8]=[CH:7][C:6]([CH:9]([CH2:13][C:14]2[CH:15]=[CH:16][C:17]([Cl:20])=[CH:18][CH:19]=2)[CH:10]([NH:12][C:22](=[O:21])[C:23]([CH3:28])([CH3:27])[CH2:24][OH:25])[CH3:11])=[CH:5][CH:4]=1. (5) Given the reactants C(OC(=O)[NH:10][C@H:11]([C:15]([N:17]1[CH2:22][CH2:21][CH:20]([O:23][C:24]2[CH:29]=[CH:28][C:27]([F:30])=[CH:26][C:25]=2[C:31]2[O:32][C:33]([CH3:36])=[N:34][N:35]=2)[CH2:19][CH2:18]1)=[O:16])[CH:12]([CH3:14])[CH3:13])C1C=CC=CC=1, predict the reaction product. The product is: [F:30][C:27]1[CH:28]=[CH:29][C:24]([O:23][CH:20]2[CH2:21][CH2:22][N:17]([C:15](=[O:16])[C@@H:11]([NH2:10])[CH:12]([CH3:14])[CH3:13])[CH2:18][CH2:19]2)=[C:25]([C:31]2[O:32][C:33]([CH3:36])=[N:34][N:35]=2)[CH:26]=1.